The task is: Predict the reactants needed to synthesize the given product.. This data is from Full USPTO retrosynthesis dataset with 1.9M reactions from patents (1976-2016). (1) Given the product [Si:1]([O:8][C@H:9]([C:58]1[CH:67]=[CH:66][C:65]([OH:68])=[C:64]([NH:63][CH:62]=[O:69])[CH:59]=1)[CH2:10][NH:11][CH2:12][CH2:13][CH2:14][C:15]#[C:16][C:17]1[CH:22]=[CH:21][C:20]([NH:23][C:24]([C:26]2[CH:27]=[C:28]([S:32]([C:35]3[CH:36]=[C:37]4[C:42](=[C:43]([CH3:45])[CH:44]=3)[N:41]=[CH:40][C:39]([C:46]([NH2:48])=[O:47])=[C:38]4[NH:49][C:50]3[CH:55]=[CH:54][CH:53]=[C:52]([O:56][CH3:57])[CH:51]=3)(=[O:34])=[O:33])[CH:29]=[CH:30][CH:31]=2)=[O:25])=[CH:19][CH:18]=1)([C:4]([CH3:7])([CH3:5])[CH3:6])([CH3:2])[CH3:3], predict the reactants needed to synthesize it. The reactants are: [Si:1]([O:8][C@H:9]([C:58]1[CH:67]=[CH:66][C:65]([OH:68])=[C:64]2[C:59]=1C=C[C:62](=[O:69])[NH:63]2)[CH2:10][NH:11][CH2:12][CH2:13][CH2:14][C:15]#[C:16][C:17]1[CH:22]=[CH:21][C:20]([NH:23][C:24]([C:26]2[CH:27]=[C:28]([S:32]([C:35]3[CH:36]=[C:37]4[C:42](=[C:43]([CH3:45])[CH:44]=3)[N:41]=[CH:40][C:39]([C:46]([NH2:48])=[O:47])=[C:38]4[NH:49][C:50]3[CH:55]=[CH:54][CH:53]=[C:52]([O:56][CH3:57])[CH:51]=3)(=[O:34])=[O:33])[CH:29]=[CH:30][CH:31]=2)=[O:25])=[CH:19][CH:18]=1)([C:4]([CH3:7])([CH3:6])[CH3:5])([CH3:3])[CH3:2].NC[C@@H](C1C=CC(O)=C(NC=O)C=1)O[Si](C(C)(C)C)(C)C. (2) Given the product [C:46]([O:50][C:6]([NH:3][C@H:40]1[CH2:39][CH2:38][C@H:37]([CH2:36][NH:35][C:33](=[O:34])[O:32][CH2:25][C:26]2[CH:27]=[CH:28][CH:29]=[CH:30][CH:31]=2)[CH2:42][CH2:41]1)=[O:15])([CH3:49])([CH3:48])[CH3:47], predict the reactants needed to synthesize it. The reactants are: C([N:3]([CH2:6]C)CC)C.C1(P(N=[N+]=[N-])(C2C=CC=CC=2)=[O:15])C=CC=CC=1.[CH2:25]([O:32][C:33]([NH:35][CH2:36][C@H:37]1[CH2:42][CH2:41][C@H:40](C(O)=O)[CH2:39][CH2:38]1)=[O:34])[C:26]1[CH:31]=[CH:30][CH:29]=[CH:28][CH:27]=1.[C:46]([OH:50])([CH3:49])([CH3:48])[CH3:47]. (3) The reactants are: Cl.Cl.[F:3][C:4]([F:25])([F:24])[C:5]([C:11]1[CH:12]=[N:13][C:14]([N:17]2[CH2:22][CH2:21][NH:20][CH2:19][C@@H:18]2[CH3:23])=[N:15][CH:16]=1)([OH:10])[C:6]([F:9])([F:8])[F:7].C(Cl)Cl.C(N(CC)CC)C.[Br:36][C:37]1[S:41][C:40]([S:42](Cl)(=[O:44])=[O:43])=[CH:39][CH:38]=1. Given the product [Br:36][C:37]1[S:41][C:40]([S:42]([N:20]2[CH2:21][CH2:22][N:17]([C:14]3[N:15]=[CH:16][C:11]([C:5]([OH:10])([C:6]([F:9])([F:8])[F:7])[C:4]([F:3])([F:24])[F:25])=[CH:12][N:13]=3)[C@@H:18]([CH3:23])[CH2:19]2)(=[O:44])=[O:43])=[CH:39][CH:38]=1, predict the reactants needed to synthesize it. (4) Given the product [Cl:1][C:2]1[N:7]=[C:6]([C:12]#[C:11][CH2:10][CH2:9][C:13]2[CH:18]=[CH:17][CH:16]=[CH:15][CH:14]=2)[CH:5]=[CH:4][N:3]=1, predict the reactants needed to synthesize it. The reactants are: [Cl:1][C:2]1[N:7]=[C:6](Cl)[CH:5]=[CH:4][N:3]=1.[CH2:9]([C:13]1[CH:18]=[CH:17][CH:16]=[CH:15][CH:14]=1)[CH2:10][C:11]#[CH:12]. (5) Given the product [NH2:18][C:9]1[CH:10]=[C:11]([C:14]([F:15])([F:16])[F:17])[CH:12]=[CH:13][C:8]=1[N:5]1[CH2:6][CH2:7][CH:3]([N:2]([CH3:21])[CH3:1])[CH2:4]1, predict the reactants needed to synthesize it. The reactants are: [CH3:1][N:2]([CH3:21])[C@@H:3]1[CH2:7][CH2:6][N:5]([C:8]2[CH:13]=[CH:12][C:11]([C:14]([F:17])([F:16])[F:15])=[CH:10][C:9]=2[N+:18]([O-])=O)[CH2:4]1. (6) Given the product [O:28]=[C:22]1[CH:21]([N:14]2[CH2:13][C:12]3[C:16](=[CH:17][CH:18]=[CH:19][C:11]=3[CH2:10][NH:9][C:35](=[O:36])[C:31]3[CH:32]=[CH:33][CH:34]=[C:29]([CH3:38])[CH:30]=3)[C:15]2=[O:20])[CH2:26][CH2:25][C:24](=[O:27])[NH:23]1, predict the reactants needed to synthesize it. The reactants are: C(N(CC)CC)C.Cl.[NH2:9][CH2:10][C:11]1[CH:19]=[CH:18][CH:17]=[C:16]2[C:12]=1[CH2:13][N:14]([CH:21]1[CH2:26][CH2:25][C:24](=[O:27])[NH:23][C:22]1=[O:28])[C:15]2=[O:20].[C:29]1([CH3:38])[CH:34]=[CH:33][CH:32]=[C:31]([C:35](Cl)=[O:36])[CH:30]=1.